This data is from HIV replication inhibition screening data with 41,000+ compounds from the AIDS Antiviral Screen. The task is: Binary Classification. Given a drug SMILES string, predict its activity (active/inactive) in a high-throughput screening assay against a specified biological target. The compound is O=c1[nH]c(=O)n(COCc2ccccc2)c2ccsc12. The result is 0 (inactive).